From a dataset of Peptide-MHC class I binding affinity with 185,985 pairs from IEDB/IMGT. Regression. Given a peptide amino acid sequence and an MHC pseudo amino acid sequence, predict their binding affinity value. This is MHC class I binding data. The peptide sequence is ASSSNYNTY. The MHC is HLA-B15:09 with pseudo-sequence HLA-B15:09. The binding affinity (normalized) is 0.0847.